Task: Predict which catalyst facilitates the given reaction.. Dataset: Catalyst prediction with 721,799 reactions and 888 catalyst types from USPTO (1) Reactant: [CH3:1][N:2]1[C:6]([N:7]2[CH:11]=[CH:10][C:9]([C:12]([O:14][CH3:15])=[O:13])=[CH:8]2)=[CH:5][CH:4]=[N:3]1.C1C(=O)N([Cl:23])C(=O)C1. Product: [Cl:23][C:11]1[N:7]([C:6]2[N:2]([CH3:1])[N:3]=[CH:4][CH:5]=2)[CH:8]=[C:9]([C:12]([O:14][CH3:15])=[O:13])[CH:10]=1.[Cl:23][C:5]1[CH:4]=[N:3][N:2]([CH3:1])[C:6]=1[N:7]1[CH:11]=[CH:10][C:9]([C:12]([O:14][CH3:15])=[O:13])=[CH:8]1.[Cl:23][C:8]1[N:7]([C:6]2[N:2]([CH3:1])[N:3]=[CH:4][CH:5]=2)[CH:11]=[CH:10][C:9]=1[C:12]([O:14][CH3:15])=[O:13]. The catalyst class is: 7. (2) Reactant: [CH:1]1([C:4]#[N:5])[CH2:3][CH2:2]1.C[Si]([N-][Si](C)(C)C)(C)C.[K+].F[C:17]1[CH:22]=[CH:21][C:20]([F:23])=[CH:19][N:18]=1. Product: [F:23][C:20]1[CH:21]=[CH:22][C:17]([C:1]2([C:4]#[N:5])[CH2:3][CH2:2]2)=[N:18][CH:19]=1. The catalyst class is: 1. (3) Reactant: B(Br)(Br)Br.[Cl:5][C:6]1[CH:11]=[CH:10][C:9]([O:12]C)=[C:8]([S:14][C:15]2[CH:20]=[CH:19][C:18]([S:21]([CH2:24][CH3:25])(=[O:23])=[O:22])=[CH:17][CH:16]=2)[CH:7]=1. Product: [Cl:5][C:6]1[CH:11]=[CH:10][C:9]([OH:12])=[C:8]([S:14][C:15]2[CH:16]=[CH:17][C:18]([S:21]([CH2:24][CH3:25])(=[O:22])=[O:23])=[CH:19][CH:20]=2)[CH:7]=1. The catalyst class is: 2.